From a dataset of Forward reaction prediction with 1.9M reactions from USPTO patents (1976-2016). Predict the product of the given reaction. (1) The product is: [Cl:14][C:15]1[CH:16]=[C:17]([NH:18][C:2]2[N:7]=[CH:6][C:5]3[C:8](=[O:13])[O:9][C:10]([CH3:12])([CH3:11])[C:4]=3[CH:3]=2)[CH:19]=[CH:20][CH:21]=1. Given the reactants Cl[C:2]1[N:7]=[CH:6][C:5]2[C:8](=[O:13])[O:9][C:10]([CH3:12])([CH3:11])[C:4]=2[CH:3]=1.[Cl:14][C:15]1[CH:16]=[C:17]([CH:19]=[CH:20][CH:21]=1)[NH2:18].CS(O)(=O)=O, predict the reaction product. (2) Given the reactants [F:1][C:2]([F:27])([F:26])[C:3]1[NH:7][N:6]=[C:5]([C:8]2[CH:13]=[CH:12][C:11]([C@H:14]3[CH2:19][CH2:18][C@H:17]([CH2:20][C:21](OCC)=[O:22])[CH2:16][CH2:15]3)=[CH:10][CH:9]=2)[CH:4]=1.[CH3:28][NH:29][CH2:30][C:31]([O:33][CH3:34])=[O:32].F[P-](F)(F)(F)(F)F.N1(OC(N(C)C)=[N+](C)C)C2N=CC=CC=2N=N1.C(N(C(C)C)CC)(C)C, predict the reaction product. The product is: [CH3:28][N:29]([C:21](=[O:22])[CH2:20][C@H:17]1[CH2:16][CH2:15][C@H:14]([C:11]2[CH:12]=[CH:13][C:8]([C:5]3[NH:6][N:7]=[C:3]([C:2]([F:1])([F:26])[F:27])[CH:4]=3)=[CH:9][CH:10]=2)[CH2:19][CH2:18]1)[CH2:30][C:31]([O:33][CH3:34])=[O:32]. (3) Given the reactants [I:1]N1C(=O)CCC1=O.[CH3:9][N:10]1[C:14]([CH2:15][CH2:16][C:17]2[CH:22]=[CH:21][C:20]([C:23]([F:26])([F:25])[F:24])=[CH:19][CH:18]=2)=[C:13]([N:27]2[CH:31]=[CH:30][CH:29]=[N:28]2)[CH:12]=[N:11]1.FC(F)(F)C(O)=O.C(=O)([O-])O.[Na+], predict the reaction product. The product is: [I:1][C:30]1[CH:29]=[N:28][N:27]([C:13]2[CH:12]=[N:11][N:10]([CH3:9])[C:14]=2[CH2:15][CH2:16][C:17]2[CH:22]=[CH:21][C:20]([C:23]([F:26])([F:25])[F:24])=[CH:19][CH:18]=2)[CH:31]=1. (4) Given the reactants [F:1][C:2]1[CH:3]=[C:4]([CH2:9][C:10]([NH:12][C@H:13]([C:15]([OH:17])=O)[CH3:14])=[O:11])[CH:5]=[C:6]([F:8])[CH:7]=1.Cl.[NH2:19][CH:20]([C:26]1[CH:31]=[CH:30][C:29]([F:32])=[CH:28][CH:27]=1)[C:21]([O:23][CH2:24][CH3:25])=[O:22], predict the reaction product. The product is: [F:8][C:6]1[CH:5]=[C:4]([CH2:9][C:10]([NH:12][C@H:13]([C:15]([NH:19][CH:20]([C:26]2[CH:27]=[CH:28][C:29]([F:32])=[CH:30][CH:31]=2)[C:21]([O:23][CH2:24][CH3:25])=[O:22])=[O:17])[CH3:14])=[O:11])[CH:3]=[C:2]([F:1])[CH:7]=1. (5) Given the reactants [Cl-].[CH3:2][O:3][CH2:4][P+](C1C=CC=CC=1)(C1C=CC=CC=1)C1C=CC=CC=1.C[C:25]([O-:28])(C)C.[K+].[Cl:30][C:31]1[CH:32]=[CH:33][C:34]([N+:39]([O-:41])=[O:40])=[C:35]([CH:38]=1)[CH:36]=O.Cl, predict the reaction product. The product is: [Cl:30][C:31]1[CH:32]=[CH:33][C:34]([N+:39]([O-:41])=[O:40])=[C:35]([CH2:36][CH:4]([O:28][CH3:25])[O:3][CH3:2])[CH:38]=1. (6) The product is: [N:29]1[CH:30]=[CH:31][CH:32]=[C:27]([C:26]([N:1]2[CH2:6][CH2:5][CH:4]([CH2:7][CH:8]([N:10]3[CH2:15][CH2:14][CH:13]([N:16]4[C:20]5[CH:21]=[CH:22][CH:23]=[CH:24][C:19]=5[NH:18][C:17]4=[O:25])[CH2:12][CH2:11]3)[CH3:9])[CH2:3][CH2:2]2)=[O:33])[CH:28]=1. Given the reactants [NH:1]1[CH2:6][CH2:5][CH:4]([CH2:7][CH:8]([N:10]2[CH2:15][CH2:14][CH:13]([N:16]3[C:20]4[CH:21]=[CH:22][CH:23]=[CH:24][C:19]=4[NH:18][C:17]3=[O:25])[CH2:12][CH2:11]2)[CH3:9])[CH2:3][CH2:2]1.[C:26](O)(=[O:33])[C:27]1[CH:32]=[CH:31][CH:30]=[N:29][CH:28]=1.Cl.C(N=C=NCCCN(C)C)C.ON1C2C=CC=CC=2N=N1, predict the reaction product. (7) Given the reactants [O:1]=[S:2]1(=[O:50])[CH2:7][CH2:6][N:5]([CH2:8][CH2:9][NH:10][C@:11]23[CH2:46][CH2:45][C@@H:44]([C@H:47](O)[CH3:48])[C@@H:12]2[C@@H:13]2[C@@:26]([CH3:29])([CH2:27][CH2:28]3)[C@@:25]3([CH3:30])[C@@H:16]([C@:17]4([CH3:43])[C@@H:22]([CH2:23][CH2:24]3)[C:21]([CH3:32])([CH3:31])[C:20]([C:33]3[CH:42]=[CH:41][C:36]([C:37]([O:39][CH3:40])=[O:38])=[CH:35][CH:34]=3)=[CH:19][CH2:18]4)[CH2:15][CH2:14]2)[CH2:4][CH2:3]1.C(OCC([C@H]1[C@@H]2[C@@H]3[C@@](C)(CC[C@@]2(NCCN2CCS(=O)(=O)CC2)CC1)[C@@]1(C)[C@@H]([C@]2(C)[C@@H](CC1)C(C)(C)C(C1C=CC(C(OC)=O)=CC=1)=CC2)CC3)(O)C)(=O)C.CCN(S(F)(F)F)CC.C(O)(C(F)(F)F)=O, predict the reaction product. The product is: [O:50]=[S:2]1(=[O:1])[CH2:7][CH2:6][N:5]([CH2:8][CH2:9][NH:10][C@:11]23[CH2:46][CH2:45][C:44](=[CH:47][CH3:48])[C@@H:12]2[C@@H:13]2[C@@:26]([CH3:29])([CH2:27][CH2:28]3)[C@@:25]3([CH3:30])[C@@H:16]([C@:17]4([CH3:43])[C@@H:22]([CH2:23][CH2:24]3)[C:21]([CH3:32])([CH3:31])[C:20]([C:33]3[CH:42]=[CH:41][C:36]([C:37]([O:39][CH3:40])=[O:38])=[CH:35][CH:34]=3)=[CH:19][CH2:18]4)[CH2:15][CH2:14]2)[CH2:4][CH2:3]1.